Predict the product of the given reaction. From a dataset of Forward reaction prediction with 1.9M reactions from USPTO patents (1976-2016). (1) Given the reactants [F:1][C:2]1[CH:3]=[C:4]([CH:10]=[CH:11][CH:12]=1)/[CH:5]=[CH:6]/[C:7]([OH:9])=[O:8].IC.[C:15](=O)([O-])[O-].[Cs+].[Cs+], predict the reaction product. The product is: [CH3:15][O:8][C:7](=[O:9])/[CH:6]=[CH:5]/[C:4]1[CH:10]=[CH:11][CH:12]=[C:2]([F:1])[CH:3]=1. (2) The product is: [C:32]([N:29]1[CH2:28][CH2:27][N:26]([C:23]2[CH:24]=[CH:25][C:20]([NH:19][C:2]3[CH:10]=[C:9]([NH:11][C@H:12]4[CH2:17][CH2:16][C@@H:15]([OH:18])[CH2:14][CH2:13]4)[C:5]([C:6]([NH2:8])=[O:7])=[CH:4][N:3]=3)=[CH:21][CH:22]=2)[CH2:31][CH2:30]1)(=[O:34])[CH3:33]. Given the reactants Cl[C:2]1[CH:10]=[C:9]([NH:11][C@H:12]2[CH2:17][CH2:16][C@@H:15]([OH:18])[CH2:14][CH2:13]2)[C:5]([C:6]([NH2:8])=[O:7])=[CH:4][N:3]=1.[NH2:19][C:20]1[CH:25]=[CH:24][C:23]([N:26]2[CH2:31][CH2:30][N:29]([C:32](=[O:34])[CH3:33])[CH2:28][CH2:27]2)=[CH:22][CH:21]=1.O.O.O.[O-]C1C=CC=CC=1.[Na+].CC1(C)C2C(=C(P(C3C=CC=CC=3)C3C=CC=CC=3)C=CC=2)OC2C(P(C3C=CC=CC=3)C3C=CC=CC=3)=CC=CC1=2, predict the reaction product. (3) Given the reactants [CH:1]([N:3]([C:14]1[CH:19]=[C:18]([CH3:20])[CH:17]=[CH:16][C:15]=1[CH2:21][CH2:22][CH:23]([CH3:25])[CH3:24])[C:4]1[S:5][CH:6]=[C:7]([C:9]([O:11]CC)=[O:10])[N:8]=1)=[CH2:2].[OH-].[Na+].Cl, predict the reaction product. The product is: [CH:1]([N:3]([C:14]1[CH:19]=[C:18]([CH3:20])[CH:17]=[CH:16][C:15]=1[CH2:21][CH2:22][CH:23]([CH3:25])[CH3:24])[C:4]1[S:5][CH:6]=[C:7]([C:9]([OH:11])=[O:10])[N:8]=1)=[CH2:2]. (4) Given the reactants Cl[C:2]1[C:3]2[CH2:17][N:16](C(OC(C)(C)C)=O)[CH2:15][C:4]=2[N:5]=[C:6]([N:8]2[CH2:13][CH2:12][O:11][CH2:10][C@@H:9]2[CH3:14])[N:7]=1.[CH2:25]([NH:27][C:28]([NH:30][C:31]1[CH:36]=[CH:35][C:34](B2OC(C)(C)C(C)(C)O2)=[CH:33][CH:32]=1)=[O:29])[CH3:26].C(Cl)Cl.C([O-])([O-])=O.[Na+].[Na+], predict the reaction product. The product is: [CH2:25]([NH:27][C:28]([NH:30][C:31]1[CH:36]=[CH:35][C:34]([C:2]2[C:3]3[CH2:17][NH:16][CH2:15][C:4]=3[N:5]=[C:6]([N:8]3[CH2:13][CH2:12][O:11][CH2:10][C@@H:9]3[CH3:14])[N:7]=2)=[CH:33][CH:32]=1)=[O:29])[CH3:26]. (5) The product is: [Cl:19][C:14]1[CH:15]=[CH:16][CH:17]=[CH:18][C:13]=1[N:12]1[CH:8]([C:5]2[CH:4]=[CH:3][C:2]([N:40]3[CH2:41][CH2:42][CH2:43][N:37]([C:30]([O:32][C:33]([CH3:36])([CH3:35])[CH3:34])=[O:31])[CH2:38][CH2:39]3)=[CH:7][CH:6]=2)[CH2:9][C:10]([C:20]([C:22]([F:24])([F:23])[F:25])([C:26]([F:28])([F:27])[F:29])[OH:21])=[N:11]1. Given the reactants Br[C:2]1[CH:7]=[CH:6][C:5]([CH:8]2[N:12]([C:13]3[CH:18]=[CH:17][CH:16]=[CH:15][C:14]=3[Cl:19])[N:11]=[C:10]([C:20]([C:26]([F:29])([F:28])[F:27])([C:22]([F:25])([F:24])[F:23])[OH:21])[CH2:9]2)=[CH:4][CH:3]=1.[C:30]([N:37]1[CH2:43][CH2:42][CH2:41][NH:40][CH2:39][CH2:38]1)([O:32][C:33]([CH3:36])([CH3:35])[CH3:34])=[O:31].C1C=CC(P(C2C(C3C(P(C4C=CC=CC=4)C4C=CC=CC=4)=CC=C4C=3C=CC=C4)=C3C(C=CC=C3)=CC=2)C2C=CC=CC=2)=CC=1.CC(C)([O-])C.[Na+], predict the reaction product. (6) Given the reactants Br[C:2]1[CH:15]=[CH:14][C:13]2[C:12]3[C:7](=[CH:8][C:9](Br)=[CH:10][CH:11]=3)[C:6]([CH3:17])=[C:5]([CH3:18])[C:4]=2[CH:3]=1.[C:19]([C:23]1[CH:28]=[CH:27][C:26]([NH:29][C:30]2[CH:35]=[CH:34][CH:33]=[CH:32][CH:31]=2)=[CH:25][CH:24]=1)([CH3:22])([CH3:21])[CH3:20].N#N.P([C:47]([CH3:50])([CH3:49])[CH3:48])([C:47]([CH3:50])([CH3:49])[CH3:48])[C:47]([CH3:50])([CH3:49])[CH3:48].C[C:52]([O-])([CH3:54])[CH3:53].[Na+].[C-:57]#[N:58].[Na+], predict the reaction product. The product is: [C:30]1([N:29]([C:26]2[CH:27]=[CH:28][C:23]([C:19]([CH3:22])([CH3:20])[CH3:21])=[CH:24][CH:25]=2)[C:2]2[CH:15]=[CH:14][C:13]3[C:12]4[C:7](=[CH:8][C:9]([N:58]([C:53]5[CH:52]=[CH:54][CH:18]=[CH:5][CH:6]=5)[C:57]5[CH:14]=[CH:15][C:2]([C:47]([CH3:48])([CH3:49])[CH3:50])=[CH:3][CH:4]=5)=[CH:10][CH:11]=4)[C:6]([CH3:17])=[C:5]([CH3:18])[C:4]=3[CH:3]=2)[CH:35]=[CH:34][CH:33]=[CH:32][CH:31]=1. (7) Given the reactants [CH:1]1([CH2:4][OH:5])[CH2:3][CH2:2]1.[Li]CCCC.[Si:11](Cl)([CH3:14])([CH3:13])[CH3:12], predict the reaction product. The product is: [CH:1]1([CH2:4][O:5][Si:11]([CH3:14])([CH3:13])[CH3:12])[CH2:3][CH2:2]1.